From a dataset of Full USPTO retrosynthesis dataset with 1.9M reactions from patents (1976-2016). Predict the reactants needed to synthesize the given product. (1) Given the product [CH2:1]([O:8][C@@H:9]1[C@@H:35]([O:36][CH2:37][C:38]2[CH:39]=[CH:40][CH:41]=[CH:42][CH:43]=2)[C@H:34]([O:44][C@@H:45]2[O:74][C@H:73]([CH3:75])[C@@H:64]([O:65][CH2:66][C:67]3[CH:68]=[CH:69][CH:70]=[CH:71][CH:72]=3)[C@H:55]([O:56][CH2:57][C:58]3[CH:59]=[CH:60][CH:61]=[CH:62][CH:63]=3)[C@H:46]2[O:47][CH2:48][C:49]2[CH:54]=[CH:53][CH:52]=[CH:51][CH:50]=2)[C@@H:33]([CH2:76][O:77][CH2:78][C:79]2[CH:80]=[CH:81][CH:82]=[CH:83][CH:84]=2)[O:32][C@@H:10]1[O:11][C@@H:12]1[C@@H:19]2[C@@H:15]([NH:16][O:17][CH2:18]2)[CH2:14][C@H:13]1[O:24][CH2:25][C:26]1[CH:27]=[CH:28][CH:29]=[CH:30][CH:31]=1)[C:2]1[CH:7]=[CH:6][CH:5]=[CH:4][CH:3]=1, predict the reactants needed to synthesize it. The reactants are: [CH2:1]([O:8][C@@H:9]1[C@@H:35]([O:36][CH2:37][C:38]2[CH:43]=[CH:42][CH:41]=[CH:40][CH:39]=2)[C@H:34]([O:44][C@@H:45]2[O:74][C@H:73]([CH3:75])[C@@H:64]([O:65][CH2:66][C:67]3[CH:72]=[CH:71][CH:70]=[CH:69][CH:68]=3)[C@H:55]([O:56][CH2:57][C:58]3[CH:63]=[CH:62][CH:61]=[CH:60][CH:59]=3)[C@H:46]2[O:47][CH2:48][C:49]2[CH:54]=[CH:53][CH:52]=[CH:51][CH:50]=2)[C@@H:33]([CH2:76][O:77][CH2:78][C:79]2[CH:84]=[CH:83][CH:82]=[CH:81][CH:80]=2)[O:32][C@@H:10]1[O:11][C@@H:12]1[C@@H:19]2[C@@H:15]([N:16](C(OC)=O)[O:17][CH2:18]2)[CH2:14][C@H:13]1[O:24][CH2:25][C:26]1[CH:31]=[CH:30][CH:29]=[CH:28][CH:27]=1)[C:2]1[CH:7]=[CH:6][CH:5]=[CH:4][CH:3]=1.[OH-].[K+].[Cl-].[NH4+]. (2) Given the product [Cl:10][C:8]1[C:7]([O:11][CH3:12])=[CH:6][C:3]([CH:4]=[O:5])=[C:2]([CH3:13])[CH:9]=1, predict the reactants needed to synthesize it. The reactants are: Br[C:2]1[CH:9]=[C:8]([Cl:10])[C:7]([O:11][CH3:12])=[CH:6][C:3]=1[CH:4]=[O:5].[CH3:13]B1OB(C)OB(C)O1.C(=O)([O-])[O-].[K+].[K+]. (3) The reactants are: [CH:1]([N-]C(C)C)([CH3:3])[CH3:2].[Li+].C([O:12][C:13](=[O:24])[CH2:14][O:15][C:16]1[CH:21]=[CH:20][C:19]([Cl:22])=[C:18]([Cl:23])[CH:17]=1)C=C.Cl[Si](C)(C)C.[OH-].[Na+].ClC1C=C(C=CC=1Cl)OCC(O)=O. Given the product [Cl:23][C:18]1[CH:17]=[C:16]([CH:21]=[CH:20][C:19]=1[Cl:22])[O:15][CH:14]([CH2:3][CH:1]=[CH2:2])[C:13]([OH:12])=[O:24], predict the reactants needed to synthesize it. (4) Given the product [C:1]([O:5][C:6]([N:8]1[C@@H:16]2[C@H:11]([C@H:12]([CH2:17][C:18]3[CH:23]=[CH:22][C:21]([NH:24][C:25]([O:27][CH2:28][C:29]4[CH:30]=[CH:31][CH:32]=[CH:33][CH:34]=4)=[O:26])=[C:20]([F:35])[CH:19]=3)[CH2:13][S@:14](=[O:40])[CH2:15]2)[O:10][C:9]1([CH3:37])[CH3:36])=[O:7])([CH3:4])([CH3:2])[CH3:3], predict the reactants needed to synthesize it. The reactants are: [C:1]([O:5][C:6]([N:8]1[C@@H:16]2[C@H:11]([C@H:12]([CH2:17][C:18]3[CH:23]=[CH:22][C:21]([NH:24][C:25]([O:27][CH2:28][C:29]4[CH:34]=[CH:33][CH:32]=[CH:31][CH:30]=4)=[O:26])=[C:20]([F:35])[CH:19]=3)[CH2:13][S:14][CH2:15]2)[O:10][C:9]1([CH3:37])[CH3:36])=[O:7])([CH3:4])([CH3:3])[CH3:2].CC(O)=[O:40].OO.[O-]S([O-])(=S)=O.[Na+].[Na+]. (5) The reactants are: C(O[C:6]([N:8](C)[C@@H:9]([CH2:13][C:14]([CH3:17])([CH3:16])C)[C:10](O)=O)=[O:7])(C)(C)C.[F:19][C:20]([F:37])([F:36])[C:21]1[CH:22]=[CH:23][C:24]([N:27]2[CH2:31][C@@H]3[C@@H](N)CC[C@@H]3C2)=[N:25][CH:26]=1.FC(F)(F)[C:40]1N=[C:44]([N:46]2C[C@@H]3[C@@H](N)CC[C@@H]3[CH2:47]2)[CH:43]=[CH:42][CH:41]=1. Given the product [CH3:47][NH:46][C@H:44]([C:6]([NH:8][C@@H:9]1[C@@H:13]2[C@@H:14]([CH2:16][N:27]([C:24]3[CH:23]=[CH:22][C:21]([C:20]([F:19])([F:36])[F:37])=[CH:26][N:25]=3)[CH2:31]2)[CH2:17][CH2:10]1)=[O:7])[CH2:43][CH2:42][CH2:41][CH3:40], predict the reactants needed to synthesize it. (6) Given the product [CH2:5]([C:7]1[C:15]2[C:10](=[CH:11][CH:12]=[CH:13][CH:14]=2)[NH:9][C:8]=1[CH2:16][N:17]([CH3:18])[C:33](=[O:35])/[CH:32]=[CH:31]/[C:28]1[CH:29]=[N:30][C:23]2[NH:22][C:21](=[O:20])[CH2:26][O:25][C:24]=2[CH:27]=1)[CH3:6], predict the reactants needed to synthesize it. The reactants are: C(Cl)CCl.[CH2:5]([C:7]1[C:15]2[C:10](=[CH:11][CH:12]=[CH:13][CH:14]=2)[NH:9][C:8]=1[CH2:16][NH:17][CH3:18])[CH3:6].Cl.[O:20]=[C:21]1[CH2:26][O:25][C:24]2[CH:27]=[C:28](/[CH:31]=[CH:32]/[C:33]([OH:35])=O)[CH:29]=[N:30][C:23]=2[NH:22]1.C1C=CC2N(O)N=NC=2C=1.CCN(C(C)C)C(C)C. (7) The reactants are: [NH2:1][C:2]1[C:3]([CH3:8])=[N:4][CH:5]=[CH:6][CH:7]=1.[C:9]([O:12]C(=O)C)(=O)[CH3:10].C([O-])(=O)C.[K+].[N:21](OCCC(C)C)=O. Given the product [N:1]1([C:9](=[O:12])[CH3:10])[C:2]2[C:3](=[N:4][CH:5]=[CH:6][CH:7]=2)[CH:8]=[N:21]1, predict the reactants needed to synthesize it.